From a dataset of Catalyst prediction with 721,799 reactions and 888 catalyst types from USPTO. Predict which catalyst facilitates the given reaction. (1) Reactant: [Cl:1][C:2]1[CH:3]=[CH:4][C:5]([F:10])=[C:6]([NH:8][NH2:9])[CH:7]=1.[C:11]([O:16][CH2:17][CH3:18])(=[O:15])[C:12]([CH3:14])=O.O. Product: [CH2:17]([O:16][C:11](=[O:15])[C:12](=[N:9][NH:8][C:6]1[CH:7]=[C:2]([Cl:1])[CH:3]=[CH:4][C:5]=1[F:10])[CH3:14])[CH3:18]. The catalyst class is: 4. (2) Reactant: Cl[C:2]1[C:11]2[C:6](=[CH:7][C:8]([C:12]3[C:13]([CH3:18])=[N:14][O:15][C:16]=3[CH3:17])=[CH:9][CH:10]=2)[N:5]=[CH:4][C:3]=1[C:19]([NH2:21])=[O:20].[NH2:22][C:23]1[CH:24]=[C:25]([CH:29]=[C:30]([B:32]([OH:34])[OH:33])[CH:31]=1)[C:26]([OH:28])=[O:27]. Product: [NH2:21][C:19]([C:3]1[CH:4]=[N:5][C:6]2[C:11]([C:2]=1[NH:22][C:23]1[CH:24]=[C:25]([CH:29]=[C:30]([B:32]([OH:34])[OH:33])[CH:31]=1)[C:26]([OH:28])=[O:27])=[CH:10][CH:9]=[C:8]([C:12]1[C:13]([CH3:18])=[N:14][O:15][C:16]=1[CH3:17])[CH:7]=2)=[O:20]. The catalyst class is: 15. (3) Reactant: [N+:1]([C:4]1[CH:12]=[CH:11][CH:10]=[C:9]2[C:5]=1[CH2:6][N:7]([CH:14]1[CH2:19][CH2:18][C:17](=[O:20])[NH:16][C:15]1=[O:21])[C:8]2=[O:13])([O-])=O.CS(O)(=O)=O.[H][H]. Product: [CH:11]1[CH:10]=[C:9]2[C:8](=[O:13])[N:7]([CH:14]3[C:15](=[O:21])[NH:16][C:17](=[O:20])[CH2:18][CH2:19]3)[CH2:6][C:5]2=[C:4]([NH2:1])[CH:12]=1. The catalyst class is: 43. (4) Reactant: C([O:3][C:4]([C:6]1[NH:7][C:8]2[C:13]([C:14]=1[C:15]1[CH:20]=[CH:19][CH:18]=[C:17]([CH3:21])[CH:16]=1)=[CH:12][C:11]([NH:22][S:23]([C:26]1[CH:31]=[CH:30][C:29]([C:32]([CH3:35])([CH3:34])[CH3:33])=[CH:28][CH:27]=1)(=[O:25])=[O:24])=[CH:10][CH:9]=2)=[O:5])C.[OH-].[Na+]. Product: [C:32]([C:29]1[CH:28]=[CH:27][C:26]([S:23]([NH:22][C:11]2[CH:12]=[C:13]3[C:8](=[CH:9][CH:10]=2)[NH:7][C:6]([C:4]([OH:5])=[O:3])=[C:14]3[C:15]2[CH:20]=[CH:19][CH:18]=[C:17]([CH3:21])[CH:16]=2)(=[O:24])=[O:25])=[CH:31][CH:30]=1)([CH3:35])([CH3:34])[CH3:33]. The catalyst class is: 40. (5) Product: [Cl:1][C:2]1[N:7]=[C:6]([N:17]([CH2:18][C:19]([F:27])([CH2:25][CH3:26])[C:20]([O:22][CH2:23][CH3:24])=[O:21])[CH:12]2[CH2:13][CH2:14][CH2:15][CH2:16]2)[C:5]([N+:9]([O-:11])=[O:10])=[CH:4][N:3]=1. Reactant: [Cl:1][C:2]1[N:7]=[C:6](Cl)[C:5]([N+:9]([O-:11])=[O:10])=[CH:4][N:3]=1.[CH:12]1([NH:17][CH2:18][C:19]([F:27])([CH2:25][CH3:26])[C:20]([O:22][CH2:23][CH3:24])=[O:21])[CH2:16][CH2:15][CH2:14][CH2:13]1.C(=O)([O-])[O-].[K+].[K+]. The catalyst class is: 21. (6) Reactant: [CH:1]1([C:4]2[O:8][N:7]=[C:6]([CH:9]3[CH2:11][CH:10]3[C:12]3[CH:17]=[CH:16][CH:15]=[CH:14][CH:13]=3)[C:5]=2[CH2:18][O:19][CH:20]2[CH2:26][CH:25]3[N:27]([C:28]4[S:29][C:30]5[CH:36]=[C:35]([C:37]([O:39]CC)=[O:38])[CH:34]=[CH:33][C:31]=5[N:32]=4)[CH:22]([CH2:23][CH2:24]3)[CH2:21]2)[CH2:3][CH2:2]1.CO.O.[Li+].[OH-]. Product: [CH:1]1([C:4]2[O:8][N:7]=[C:6]([CH:9]3[CH2:11][CH:10]3[C:12]3[CH:17]=[CH:16][CH:15]=[CH:14][CH:13]=3)[C:5]=2[CH2:18][O:19][CH:20]2[CH2:26][CH:25]3[N:27]([C:28]4[S:29][C:30]5[CH:36]=[C:35]([C:37]([OH:39])=[O:38])[CH:34]=[CH:33][C:31]=5[N:32]=4)[CH:22]([CH2:23][CH2:24]3)[CH2:21]2)[CH2:2][CH2:3]1. The catalyst class is: 1. (7) Reactant: [ClH:1].[S:2]1[C:6]2[CH:7]=[C:8]([O:11][C:12]3[CH:17]=[CH:16][C:15]([NH:18][C:19]4[C:20]5[N:27]([CH2:28][CH2:29][NH:30]C(=O)OC(C)(C)C)[CH:26]=[CH:25][C:21]=5[N:22]=[CH:23][N:24]=4)=[CH:14][C:13]=3[Cl:38])[CH:9]=[CH:10][C:5]=2[CH:4]=[CH:3]1.Cl.C(OCC)(=O)C.C(O)C. Product: [ClH:38].[ClH:1].[NH2:30][CH2:29][CH2:28][N:27]1[C:20]2[C:19]([NH:18][C:15]3[CH:16]=[CH:17][C:12]([O:11][C:8]4[CH:9]=[CH:10][C:5]5[CH:4]=[CH:3][S:2][C:6]=5[CH:7]=4)=[C:13]([Cl:38])[CH:14]=3)=[N:24][CH:23]=[N:22][C:21]=2[CH:25]=[CH:26]1. The catalyst class is: 13.